This data is from Catalyst prediction with 721,799 reactions and 888 catalyst types from USPTO. The task is: Predict which catalyst facilitates the given reaction. Reactant: [CH3:1][C@@H:2]1[C:8]2[CH:9]=[CH:10][C:11]([C:13]([O:15][CH2:16][CH3:17])=[O:14])=[CH:12][C:7]=2[O:6][CH2:5][CH2:4][NH:3]1.CN(C(ON1N=NC2C=CC=NC1=2)=[N+](C)C)C.F[P-](F)(F)(F)(F)F.CCN(C(C)C)C(C)C.[CH3:51][C:52]1([C:56](O)=[O:57])[CH2:55][CH2:54][CH2:53]1. Product: [CH3:1][C@@H:2]1[C:8]2[CH:9]=[CH:10][C:11]([C:13]([O:15][CH2:16][CH3:17])=[O:14])=[CH:12][C:7]=2[O:6][CH2:5][CH2:4][N:3]1[C:56]([C:52]1([CH3:51])[CH2:55][CH2:54][CH2:53]1)=[O:57]. The catalyst class is: 3.